From a dataset of Peptide-MHC class I binding affinity with 185,985 pairs from IEDB/IMGT. Regression. Given a peptide amino acid sequence and an MHC pseudo amino acid sequence, predict their binding affinity value. This is MHC class I binding data. The peptide sequence is GMIPFFDFA. The MHC is HLA-B57:01 with pseudo-sequence HLA-B57:01. The binding affinity (normalized) is 0.0847.